Dataset: Forward reaction prediction with 1.9M reactions from USPTO patents (1976-2016). Task: Predict the product of the given reaction. (1) Given the reactants [CH3:1][C:2]1[NH:3][C:4]2[CH:10]=[CH:9][CH:8]=[CH:7][C:5]=2[N:6]=1.[CH2:11]([O:13][CH2:14][CH2:15][O:16][CH2:17][CH2:18]Cl)[CH3:12], predict the reaction product. The product is: [CH2:11]([O:13][CH2:14][CH2:15][O:16][CH2:17][CH2:18][N:3]1[C:4]2[CH:10]=[CH:9][CH:8]=[CH:7][C:5]=2[N:6]=[C:2]1[CH3:1])[CH3:12]. (2) Given the reactants [C:1]([O:5][C:6]([N:8]1[CH2:13][CH2:12][C:11]2[C:14]([C:21]([F:24])([F:23])[F:22])=[N:15][N:16]([CH2:17][C:18]([OH:20])=O)[C:10]=2[CH2:9]1)=[O:7])([CH3:4])([CH3:3])[CH3:2].[Cl:25][C:26]1[CH:31]=[CH:30][C:29]([CH:32]([NH2:34])[CH3:33])=[CH:28][CH:27]=1.C1C=CC2N(O)N=NC=2C=1.C(N(CC)CC)C.CCN=C=NCCCN(C)C, predict the reaction product. The product is: [Cl:25][C:26]1[CH:31]=[CH:30][C:29]([CH:32]([NH:34][C:18](=[O:20])[CH2:17][N:16]2[C:10]3[CH2:9][N:8]([C:6]([O:5][C:1]([CH3:4])([CH3:2])[CH3:3])=[O:7])[CH2:13][CH2:12][C:11]=3[C:14]([C:21]([F:24])([F:22])[F:23])=[N:15]2)[CH3:33])=[CH:28][CH:27]=1. (3) Given the reactants [CH2:1]([C:3]1[C:9]([OH:10])=[CH:8][CH:7]=[CH:6][C:4]=1O)[CH3:2].[CH3:11][O:12][C:13]1[CH:14]=[C:15]([CH2:21][C:22]([OH:24])=O)[CH:16]=[CH:17][C:18]=1[O:19][CH3:20].P(Cl)(Cl)(Cl)(Cl)Cl.CN([CH:34]=[O:35])C, predict the reaction product. The product is: [CH3:11][O:12][C:13]1[CH:14]=[C:15]([C:21]2[C:22](=[O:24])[C:6]3[C:7](=[CH:8][C:9]([OH:10])=[C:3]([CH2:1][CH3:2])[CH:4]=3)[O:35][CH:34]=2)[CH:16]=[CH:17][C:18]=1[O:19][CH3:20]. (4) Given the reactants [Cl:1][C:2]1[CH:7]=[CH:6][C:5]([C@H:8]2[C@@H:13]([O:14][CH2:15][C:16]3[CH:21]=[CH:20][C:19]([O:22][CH3:23])=[CH:18][CH:17]=3)[C@@H:12]([O:24][CH2:25][C:26]3[CH:31]=[CH:30][C:29]([O:32][CH3:33])=[CH:28][CH:27]=3)[C@H:11]([O:34][CH2:35][C:36]3[CH:41]=[CH:40][C:39]([O:42][CH3:43])=[CH:38][CH:37]=3)[CH:10]([CH2:44][O:45][CH2:46][C:47]3[CH:52]=[CH:51][C:50]([O:53][CH3:54])=[CH:49][CH:48]=3)[O:9]2)=[CH:4][C:3]=1CO.C1(P(C2C=CC=CC=2)C2C=CC=CC=2)C=CC=CC=1.[C:76]([Br:80])(Br)(Br)Br, predict the reaction product. The product is: [Br:80][CH2:76][C:3]1[CH:4]=[C:5]([C@H:8]2[C@@H:13]([O:14][CH2:15][C:16]3[CH:17]=[CH:18][C:19]([O:22][CH3:23])=[CH:20][CH:21]=3)[C@@H:12]([O:24][CH2:25][C:26]3[CH:31]=[CH:30][C:29]([O:32][CH3:33])=[CH:28][CH:27]=3)[C@H:11]([O:34][CH2:35][C:36]3[CH:41]=[CH:40][C:39]([O:42][CH3:43])=[CH:38][CH:37]=3)[CH:10]([CH2:44][O:45][CH2:46][C:47]3[CH:48]=[CH:49][C:50]([O:53][CH3:54])=[CH:51][CH:52]=3)[O:9]2)[CH:6]=[CH:7][C:2]=1[Cl:1]. (5) Given the reactants N[CH2:2][CH2:3]N.[C:5]([CH2:8][C:9](=O)[CH3:10])(=O)[CH3:6], predict the reaction product. The product is: [CH:3]1[CH:2]=[C:10]2[C:8]([CH:9]=[C:10]3[C:8](=[CH:9]2)[CH:5]=[CH:6][CH:3]=[CH:2]3)=[CH:5][CH:6]=1. (6) Given the reactants [Br:1][C:2]1[C:3]([O:9][CH3:10])=[N:4][C:5](Cl)=[N:6][CH:7]=1.[F:11][C:12]1[CH:17]=[CH:16][C:15]([NH2:18])=[CH:14][C:13]=1[N+:19]([O-:21])=[O:20], predict the reaction product. The product is: [Br:1][C:2]1[C:3]([O:9][CH3:10])=[N:4][C:5]([NH:18][C:15]2[CH:16]=[CH:17][C:12]([F:11])=[C:13]([N+:19]([O-:21])=[O:20])[CH:14]=2)=[N:6][CH:7]=1. (7) Given the reactants F[C:2]1[CH:7]=[C:6]([F:8])[CH:5]=[C:4]([F:9])[C:3]=1[N+:10]([O-:12])=[O:11].[Br:13][C:14]1[NH:15][CH:16]=[C:17]([CH3:19])[N:18]=1.C([O-])([O-])=O.[K+].[K+], predict the reaction product. The product is: [Br:13][C:14]1[N:15]([C:2]2[CH:7]=[C:6]([F:8])[CH:5]=[C:4]([F:9])[C:3]=2[N+:10]([O-:12])=[O:11])[CH:16]=[C:17]([CH3:19])[N:18]=1.